This data is from Catalyst prediction with 721,799 reactions and 888 catalyst types from USPTO. The task is: Predict which catalyst facilitates the given reaction. (1) Reactant: C([O-])(=O)C.[Na+].[B:15]1([B:15]2[O:19][C:18]([CH3:21])([CH3:20])[C:17]([CH3:23])([CH3:22])[O:16]2)[O:19][C:18]([CH3:21])([CH3:20])[C:17]([CH3:23])([CH3:22])[O:16]1.Br[C:25]1[CH:34]=[C:33]2[C:28]([CH2:29][CH:30]([NH:37][C:38](=[O:44])[O:39][C:40]([CH3:43])([CH3:42])[CH3:41])[C:31](=[O:36])[N:32]2O)=[CH:27][CH:26]=1. Product: [O:36]=[C:31]1[CH:30]([NH:37][C:38](=[O:44])[O:39][C:40]([CH3:42])([CH3:41])[CH3:43])[CH2:29][C:28]2[C:33](=[CH:34][C:25]([B:15]3[O:16][C:17]([CH3:22])([CH3:23])[C:18]([CH3:20])([CH3:21])[O:19]3)=[CH:26][CH:27]=2)[NH:32]1. The catalyst class is: 16. (2) Product: [CH:26]([C:2]1[C:3]([C:15]([F:18])([F:17])[F:16])=[CH:4][C:5]([NH:8][C:9](=[O:14])[C:10]([CH3:13])([CH3:12])[CH3:11])=[N:6][CH:7]=1)=[O:27]. Reactant: Br[C:2]1[C:3]([C:15]([F:18])([F:17])[F:16])=[CH:4][C:5]([NH:8][C:9](=[O:14])[C:10]([CH3:13])([CH3:12])[CH3:11])=[N:6][CH:7]=1.C([Li])CCC.CN(C)[CH:26]=[O:27].Cl. The catalyst class is: 7. (3) Reactant: [OH:1][C:2]1[CH:7]=[CH:6][C:5]([C:8](=[C:24]2[CH2:29][C:28]([CH3:31])([CH3:30])[CH2:27][C:26]([CH3:33])([CH3:32])[CH2:25]2)[C:9]2[CH:14]=[CH:13][C:12]([O:15][C:16]([CH3:23])([CH3:22])[C:17]([O:19]CC)=[O:18])=[CH:11][CH:10]=2)=[CH:4][CH:3]=1.[OH-].[Na+].Cl. Product: [OH:1][C:2]1[CH:7]=[CH:6][C:5]([C:8](=[C:24]2[CH2:29][C:28]([CH3:31])([CH3:30])[CH2:27][C:26]([CH3:33])([CH3:32])[CH2:25]2)[C:9]2[CH:14]=[CH:13][C:12]([O:15][C:16]([CH3:23])([CH3:22])[C:17]([OH:19])=[O:18])=[CH:11][CH:10]=2)=[CH:4][CH:3]=1. The catalyst class is: 242. (4) Reactant: CN(C)/[CH:3]=[CH:4]/[C:5]([C:7]1[CH:8]=[N:9][N:10]2[C:15]=1[CH:14]=[CH:13][CH:12]=[N:11]2)=O.[CH:17]1([NH:20][C:21]([NH2:23])=[NH:22])[CH2:19][CH2:18]1.C(=O)([O-])[O-].[K+].[K+]. Product: [CH:17]1([NH:20][C:21]2[N:23]=[C:5]([C:7]3[CH:8]=[N:9][N:10]4[C:15]=3[CH:14]=[CH:13][CH:12]=[N:11]4)[CH:4]=[CH:3][N:22]=2)[CH2:19][CH2:18]1. The catalyst class is: 3.